Dataset: Catalyst prediction with 721,799 reactions and 888 catalyst types from USPTO. Task: Predict which catalyst facilitates the given reaction. The catalyst class is: 2. Reactant: [Cl:1][C:2]1[CH:3]=[C:4]([CH2:19][N:20]2[CH2:25][CH2:24][NH:23][C@@H:22]([CH3:26])[CH2:21]2)[C:5]([CH3:18])=[C:6]([NH:8][C:9]([C:11]2[CH:12]=[N:13][C:14]([CH3:17])=[N:15][CH:16]=2)=[O:10])[CH:7]=1.CCN(CC)CC.[CH:34]1([C:39](Cl)=[O:40])[CH2:38][CH2:37][CH2:36][CH2:35]1.O. Product: [Cl:1][C:2]1[CH:3]=[C:4]([CH2:19][N:20]2[CH2:25][CH2:24][N:23]([C:39]([CH:34]3[CH2:38][CH2:37][CH2:36][CH2:35]3)=[O:40])[C@@H:22]([CH3:26])[CH2:21]2)[C:5]([CH3:18])=[C:6]([NH:8][C:9]([C:11]2[CH:12]=[N:13][C:14]([CH3:17])=[N:15][CH:16]=2)=[O:10])[CH:7]=1.